Task: Predict the product of the given reaction.. Dataset: Forward reaction prediction with 1.9M reactions from USPTO patents (1976-2016) (1) Given the reactants Br[C:2]1[CH:9]=[CH:8][C:5]([C:6]#[N:7])=[CH:4][C:3]=1[CH3:10].[F:11][C:12]([F:23])([F:22])[C:13]1[CH:18]=[CH:17][C:16](B(O)O)=[CH:15][CH:14]=1.C(=O)([O-])[O-].[K+].[K+].O1CCOCC1, predict the reaction product. The product is: [CH3:10][C:3]1[CH:4]=[C:5]([C:6]#[N:7])[CH:8]=[CH:9][C:2]=1[C:16]1[CH:17]=[CH:18][C:13]([C:12]([F:23])([F:22])[F:11])=[CH:14][CH:15]=1. (2) Given the reactants [CH:1]1([C:4]2[O:8][N:7]=[C:6]([C@@H:9]3[CH2:14][CH2:13][CH2:12][CH2:11][C@H:10]3[C:15]([F:18])([F:17])[F:16])[C:5]=2[CH2:19][O:20][CH:21]2[CH2:27][CH:26]3[N:28]([C:29]4[S:30][C:31]5[CH:37]=[C:36]([C:38]([O:40]CC)=[O:39])[CH:35]=[CH:34][C:32]=5[N:33]=4)[CH:23]([CH2:24][CH2:25]3)[CH2:22]2)[CH2:3][CH2:2]1.[OH-].[K+], predict the reaction product. The product is: [CH:1]1([C:4]2[O:8][N:7]=[C:6]([C@@H:9]3[CH2:14][CH2:13][CH2:12][CH2:11][C@H:10]3[C:15]([F:17])([F:16])[F:18])[C:5]=2[CH2:19][O:20][CH:21]2[CH2:22][CH:23]3[N:28]([C:29]4[S:30][C:31]5[CH:37]=[C:36]([C:38]([OH:40])=[O:39])[CH:35]=[CH:34][C:32]=5[N:33]=4)[CH:26]([CH2:25][CH2:24]3)[CH2:27]2)[CH2:3][CH2:2]1. (3) Given the reactants Cl[C:2]1C=CC(O)=C(CC2SC=C(C(OCC)=O)N=2)[CH:7]=1.[Cl:20][C:21]1[CH:22]=[CH:23][C:24]([OH:36])=[C:25]([C:27]2[S:28][CH:29]=[C:30]([CH2:32][C:33]([OH:35])=[O:34])[N:31]=2)[CH:26]=1, predict the reaction product. The product is: [Cl:20][C:21]1[CH:22]=[CH:23][C:24]([OH:36])=[C:25]([C:27]2[S:28][CH:29]=[C:30]([CH2:32][C:33]([O:35][CH2:2][CH3:7])=[O:34])[N:31]=2)[CH:26]=1. (4) Given the reactants [Si]([O:8][CH:9]1[CH2:14][CH2:13][N:12]([C:15]2[CH:16]=[C:17]([C:25]([NH:27][C:28]3[C:29]([CH3:39])=[C:30]([CH:35]=[CH:36][C:37]=3[CH3:38])[C:31]([O:33][CH3:34])=[O:32])=[O:26])[C:18]3[C:23]([CH:24]=2)=[CH:22][CH:21]=[CH:20][CH:19]=3)[CH2:11][CH2:10]1)(C(C)(C)C)(C)C.[N+](CCCC)(CCCC)(CCCC)CCCC.[F-], predict the reaction product. The product is: [OH:8][CH:9]1[CH2:10][CH2:11][N:12]([C:15]2[CH:16]=[C:17]([C:25]([NH:27][C:28]3[C:29]([CH3:39])=[C:30]([CH:35]=[CH:36][C:37]=3[CH3:38])[C:31]([O:33][CH3:34])=[O:32])=[O:26])[C:18]3[C:23]([CH:24]=2)=[CH:22][CH:21]=[CH:20][CH:19]=3)[CH2:13][CH2:14]1. (5) Given the reactants [C:1]([Si:5]([CH3:32])([CH3:31])[O:6][C@H:7]1[C@H:12]([O:13][Si:14]([C:17]([CH3:20])([CH3:19])[CH3:18])([CH3:16])[CH3:15])[C@@H:11]([CH3:21])[CH2:10][C:9]([C:22]2[CH:27]=[CH:26][N:25]=[CH:24][C:23]=2[N+:28]([O-])=O)=[CH:8]1)([CH3:4])([CH3:3])[CH3:2].CC(O)C, predict the reaction product. The product is: [Si:5]([O:6][C@@H:7]1[C@@H:12]([O:13][Si:14]([C:17]([CH3:19])([CH3:20])[CH3:18])([CH3:16])[CH3:15])[C@H:11]([CH3:21])[CH2:10][C@H:9]([C:22]2[CH:27]=[CH:26][N:25]=[CH:24][C:23]=2[NH2:28])[CH2:8]1)([C:1]([CH3:2])([CH3:3])[CH3:4])([CH3:32])[CH3:31].[Si:5]([O:6][C@H:7]1[C@H:12]([O:13][Si:14]([C:17]([CH3:19])([CH3:20])[CH3:18])([CH3:16])[CH3:15])[C@@H:11]([CH3:21])[CH2:10][C@@H:9]([C:22]2[CH:27]=[CH:26][N:25]=[CH:24][C:23]=2[NH2:28])[CH2:8]1)([C:1]([CH3:2])([CH3:3])[CH3:4])([CH3:32])[CH3:31].